Dataset: Reaction yield outcomes from USPTO patents with 853,638 reactions. Task: Predict the reaction yield, written as a fraction of the theoretical maximum amount of product (1.0 means a 100% yield; for example, 0.34 means a 34% yield). (1) The reactants are C[O:2][C:3]1[CH:8]=[CH:7][C:6]([N:9]([CH2:13][C:14]([CH3:16])=[CH2:15])[C:10](=[O:12])[CH3:11])=[CH:5][CH:4]=1.[Cl-].[Al+3].[Cl-].[Cl-]. The catalyst is ClC1C=CC=CC=1.O.C(OCC)(=O)C. The product is [C:10]([N:9]1[C:6]2[C:5](=[CH:4][C:3]([OH:2])=[CH:8][CH:7]=2)[C:14]([CH3:16])([CH3:15])[CH2:13]1)(=[O:12])[CH3:11]. The yield is 0.330. (2) The reactants are Cl[Sn](Cl)(Cl)Cl.[CH3:6][C:7]1[S:11][C:10]2[CH:12]=[CH:13][CH:14]=[CH:15][C:9]=2[CH:8]=1.[CH3:16][O:17]C(Cl)Cl.Cl. The catalyst is C(Cl)Cl. The product is [CH3:6][C:7]1[S:11][C:10]2[CH:12]=[CH:13][CH:14]=[CH:15][C:9]=2[C:8]=1[CH:16]=[O:17]. The yield is 0.980.